From a dataset of Full USPTO retrosynthesis dataset with 1.9M reactions from patents (1976-2016). Predict the reactants needed to synthesize the given product. Given the product [C:1]([O:5][C:6]([N:8]1[CH2:13][CH2:12][C:11]2[S:14][C:15]([S:17](=[O:19])(=[O:18])[NH:21][C:22]3[CH:27]=[CH:26][CH:25]=[CH:24][C:23]=3[NH:28][S:29]([C:32]3[S:36][C:35]4[CH:37]=[CH:38][CH:39]=[CH:40][C:34]=4[CH:33]=3)(=[O:31])=[O:30])=[CH:16][C:10]=2[CH2:9]1)=[O:7])([CH3:4])([CH3:3])[CH3:2], predict the reactants needed to synthesize it. The reactants are: [C:1]([O:5][C:6]([N:8]1[CH2:13][CH2:12][C:11]2[S:14][C:15]([S:17](Cl)(=[O:19])=[O:18])=[CH:16][C:10]=2[CH2:9]1)=[O:7])([CH3:4])([CH3:3])[CH3:2].[NH2:21][C:22]1[CH:27]=[CH:26][CH:25]=[CH:24][C:23]=1[NH:28][S:29]([C:32]1[S:36][C:35]2[CH:37]=[CH:38][CH:39]=[CH:40][C:34]=2[CH:33]=1)(=[O:31])=[O:30].N1C=CC=CC=1.